Task: Predict the reactants needed to synthesize the given product.. Dataset: Full USPTO retrosynthesis dataset with 1.9M reactions from patents (1976-2016) (1) Given the product [Cl:1][C:2]1[CH:3]=[CH:4][C:5]([CH2:6][N:7]2[C:11]3[CH:12]=[CH:13][C:14]([C:16]([NH:63][C@H:61]([C:58]4[CH:59]=[CH:60][CH:55]=[C:56]([CH:24]([CH3:26])[CH3:25])[CH:57]=4)[CH3:62])=[O:18])=[CH:15][C:10]=3[N:9]=[CH:8]2)=[CH:19][CH:20]=1, predict the reactants needed to synthesize it. The reactants are: [Cl:1][C:2]1[CH:20]=[CH:19][C:5]([CH2:6][N:7]2[C:11]3[CH:12]=[CH:13][C:14]([C:16]([OH:18])=O)=[CH:15][C:10]=3[N:9]=[CH:8]2)=[CH:4][CH:3]=1.CCN(C(C)C)[CH:24]([CH3:26])[CH3:25].CN(C(ON1N=NC2C=CC=NC1=2)=[N+](C)C)C.F[P-](F)(F)(F)(F)F.Br[C:55]1[CH:60]=[CH:59][C:58]([C@@H:61]([NH2:63])[CH3:62])=[CH:57][CH:56]=1. (2) Given the product [CH3:34][N:35]([CH3:42])[CH:36]1[CH2:41][CH2:40][N:39]([C:57](=[O:58])[CH2:56][CH2:55][C:51]2[N:50]([CH2:49][C:48]([O:47][C:43]([CH3:45])([CH3:44])[CH3:46])=[O:60])[CH:54]=[CH:53][N:52]=2)[CH2:38][CH2:37]1, predict the reactants needed to synthesize it. The reactants are: C(N(C(C)C)CC)(C)C.CN(C(ON1N=NC2C=CC=CC1=2)=[N+](C)C)C.F[P-](F)(F)(F)(F)F.[CH3:34][N:35]([CH3:42])[CH:36]1[CH2:41][CH2:40][NH:39][CH2:38][CH2:37]1.[C:43]([O:47][C:48](=[O:60])[CH2:49][N:50]1[CH:54]=[CH:53][N:52]=[C:51]1[CH2:55][CH2:56][C:57](O)=[O:58])([CH3:46])([CH3:45])[CH3:44].C(=O)([O-])[O-].[K+].[K+].[Cl-].[Na+]. (3) Given the product [Cl:1][C:2]1[CH:3]=[C:4]2[C:9](=[CH:10][CH:11]=1)[CH:8]=[C:7]([S:12]([NH:15][C@H:16]1[CH2:20][CH2:19][N:18]([C@@H:21]([CH3:25])[C:22]([N:49]3[CH2:54][CH2:53][CH2:52][C@H:51]([NH:55][C:56](=[O:65])[O:57][CH2:58][C:59]4[CH:64]=[CH:63][CH:62]=[CH:61][CH:60]=4)[CH2:50]3)=[O:23])[C:17]1=[O:26])(=[O:14])=[O:13])[CH:6]=[CH:5]2, predict the reactants needed to synthesize it. The reactants are: [Cl:1][C:2]1[CH:3]=[C:4]2[C:9](=[CH:10][CH:11]=1)[CH:8]=[C:7]([S:12]([NH:15][C@H:16]1[CH2:20][CH2:19][N:18]([C@@H:21]([CH3:25])[C:22](O)=[O:23])[C:17]1=[O:26])(=[O:14])=[O:13])[CH:6]=[CH:5]2.Cl.CN(C)CCCN=C=NCC.C1C=CC2N(O)N=NC=2C=1.[NH:49]1[CH2:54][CH2:53][CH2:52][C@H:51]([NH:55][C:56](=[O:65])[O:57][CH2:58][C:59]2[CH:64]=[CH:63][CH:62]=[CH:61][CH:60]=2)[CH2:50]1. (4) Given the product [F:5][C:4]([F:7])([F:6])[C:3]([CH2:2][NH:1][C:23]1[CH:31]=[C:30]([CH3:32])[CH:29]=[C:28]2[C:24]=1[CH:25]=[N:26][N:27]2[C:33]1[CH:38]=[CH:37][C:36]([F:39])=[CH:35][CH:34]=1)([OH:21])[CH2:8][C:9]([C:12]1[CH:17]=[C:16]([F:18])[CH:15]=[CH:14][C:13]=1[O:19][CH3:20])([CH3:11])[CH3:10], predict the reactants needed to synthesize it. The reactants are: [NH2:1][CH2:2][C:3]([OH:21])([CH2:8][C:9]([C:12]1[CH:17]=[C:16]([F:18])[CH:15]=[CH:14][C:13]=1[O:19][CH3:20])([CH3:11])[CH3:10])[C:4]([F:7])([F:6])[F:5].Br[C:23]1[CH:31]=[C:30]([CH3:32])[CH:29]=[C:28]2[C:24]=1[CH:25]=[N:26][N:27]2[C:33]1[CH:38]=[CH:37][C:36]([F:39])=[CH:35][CH:34]=1. (5) The reactants are: [NH2:1][CH:2]1[CH2:7][CH2:6][CH2:5][CH:4]([NH:8][C:9](=[O:15])OC(C)(C)C)[CH2:3]1.C([O:20][C:21]([C:23]1[CH:28]=[CH:27][CH:26]=[CH:25][C:24]=1[C:29]1[CH:34]=[CH:33][C:32]([CH2:35][N:36]2[C:44]3[C:39](=[CH:40][C:41](C(O)=O)=[CH:42][CH:43]=3)[C:38]([CH3:48])=[C:37]2[CH3:49])=[CH:31][CH:30]=1)=[O:22])(C)(C)C. Given the product [NH2:1][CH:2]1[CH2:7][CH2:6][CH2:5][CH:4]([NH:8][C:9]([C:41]2[CH:40]=[C:39]3[C:44](=[CH:43][CH:42]=2)[N:36]([CH2:35][C:32]2[CH:31]=[CH:30][C:29]([C:24]4[C:23]([C:21]([OH:22])=[O:20])=[CH:28][CH:27]=[CH:26][CH:25]=4)=[CH:34][CH:33]=2)[C:37]([CH3:49])=[C:38]3[CH3:48])=[O:15])[CH2:3]1, predict the reactants needed to synthesize it. (6) Given the product [CH3:15][N:13]1[CH:14]=[C:10]([N:5]2[CH:6]=[CH:7][C:8](=[O:9])[C:3]([CH2:2][O:22][C:23]3[CH:24]=[C:25]4[C:30](=[CH:31][CH:32]=3)[N:29]=[CH:28][CH:27]=[CH:26]4)=[N:4]2)[CH:11]=[N:12]1, predict the reactants needed to synthesize it. The reactants are: Cl[CH2:2][C:3]1[C:8](=[O:9])[CH:7]=[CH:6][N:5]([C:10]2[CH:11]=[N:12][N:13]([CH3:15])[CH:14]=2)[N:4]=1.C(=O)([O-])[O-].[K+].[K+].[OH:22][C:23]1[CH:24]=[C:25]2[C:30](=[CH:31][CH:32]=1)[N:29]=[CH:28][CH:27]=[CH:26]2.O. (7) Given the product [Br:8][C:4]1[C:3]2[CH2:9][O:10][C:12](=[O:14])[NH:1][C:2]=2[CH:7]=[CH:6][CH:5]=1, predict the reactants needed to synthesize it. The reactants are: [NH2:1][C:2]1[CH:7]=[CH:6][CH:5]=[C:4]([Br:8])[C:3]=1[CH2:9][OH:10].Cl[C:12](Cl)([O:14]C(=O)OC(Cl)(Cl)Cl)Cl. (8) The reactants are: [CH:1]1([N:6]2[CH2:11][CH2:10][N:9]([C:12]3[CH:13]=[C:14]4[CH:20]=[C:19]([C:21](O)=[O:22])[NH:18][C:15]4=[CH:16][N:17]=3)[CH2:8][CH2:7]2)[CH2:5][CH2:4][CH2:3][CH2:2]1.CN(C=O)C.[CH2:29]([N:31](CC)[CH2:32][CH3:33])[CH3:30].N1CCCC1. Given the product [CH:1]1([N:6]2[CH2:7][CH2:8][N:9]([C:12]3[CH:13]=[C:14]4[CH:20]=[C:19]([C:21]([N:31]5[CH2:32][CH2:33][CH2:30][CH2:29]5)=[O:22])[NH:18][C:15]4=[CH:16][N:17]=3)[CH2:10][CH2:11]2)[CH2:2][CH2:3][CH2:4][CH2:5]1, predict the reactants needed to synthesize it.